Task: Predict which catalyst facilitates the given reaction.. Dataset: Catalyst prediction with 721,799 reactions and 888 catalyst types from USPTO (1) Reactant: [CH:1]1([CH:7]([NH:22][C:23]2[CH:31]=[CH:30][C:26](C(O)=O)=[CH:25][CH:24]=2)[C:8]2[CH:12]=[C:11]([C:13]3[CH:18]=[CH:17][CH:16]=[C:15]([O:19][CH3:20])[N:14]=3)[O:10][C:9]=2[CH3:21])[CH2:6][CH2:5][CH2:4][CH2:3][CH2:2]1.[CH3:32][NH:33][CH2:34][CH2:35][C:36]([O:38]CC)=[O:37].Cl.C(N=C=NCCCN(C)C)C.O.[OH:54][C:55]1C2N=NNC=2C=CC=1. Product: [CH:1]1([CH:7]([NH:22][C:23]2[CH:24]=[CH:25][C:26]([C:55]([N:33]([CH3:32])[CH2:34][CH2:35][C:36]([OH:38])=[O:37])=[O:54])=[CH:30][CH:31]=2)[C:8]2[CH:12]=[C:11]([C:13]3[CH:18]=[CH:17][CH:16]=[C:15]([O:19][CH3:20])[N:14]=3)[O:10][C:9]=2[CH3:21])[CH2:2][CH2:3][CH2:4][CH2:5][CH2:6]1. The catalyst class is: 842. (2) Reactant: [CH2:1]([O:3][C:4](=[O:32])[CH2:5][CH2:6][C:7]1[CH:12]=[CH:11][C:10]([O:13][CH2:14][C:15]2[S:16][C:17]([C:22](C)(C)[O:23][SiH2]C(C)(C)C)=[C:18]([O:20][CH3:21])[CH:19]=2)=[CH:9][C:8]=1[F:31])[CH3:2].[F-].C([N+](CCCC)(CCCC)CCCC)CCC. Product: [F:31][C:8]1[CH:9]=[C:10]([O:13][CH2:14][C:15]2[S:16][C:17]([CH2:22][OH:23])=[C:18]([O:20][CH3:21])[CH:19]=2)[CH:11]=[CH:12][C:7]=1[CH2:6][CH2:5][C:4]([O:3][CH2:1][CH3:2])=[O:32]. The catalyst class is: 1. (3) Reactant: B.CSC.[CH:5]1([O:11][C:12]2[CH:13]=[CH:14][C:15]([C:18]#[N:19])=[N:16][CH:17]=2)[CH2:10][CH2:9][CH2:8][CH2:7][CH2:6]1.CO.Cl. Product: [NH2:19][CH2:18][C:15]1[CH:14]=[CH:13][C:12]([O:11][CH:5]2[CH2:6][CH2:7][CH2:8][CH2:9][CH2:10]2)=[CH:17][N:16]=1. The catalyst class is: 1. (4) Reactant: C(Cl)(=O)C(Cl)=O.CS(C)=O.[F:11][C:12]1[CH:13]=[C:14](/[CH:19]=[CH:20]/[C:21]([N:23]2[CH2:28][CH2:27][CH:26]([CH2:29][OH:30])[CH2:25][CH2:24]2)=[O:22])[CH:15]=[C:16]([F:18])[CH:17]=1. Product: [F:18][C:16]1[CH:15]=[C:14](/[CH:19]=[CH:20]/[C:21]([N:23]2[CH2:24][CH2:25][CH:26]([CH:29]=[O:30])[CH2:27][CH2:28]2)=[O:22])[CH:13]=[C:12]([F:11])[CH:17]=1. The catalyst class is: 2. (5) Reactant: [C:1]([O:5][C:6]([C:8]1[CH:9]=[C:10]([Cl:23])[C:11]([N:14]2[CH2:19][CH2:18][CH:17]([C:20]([O-:22])=O)[CH2:16][CH2:15]2)=[N:12][CH:13]=1)=[O:7])([CH3:4])([CH3:3])[CH3:2].[K+].CCN=C=NCCCN(C)C.C1C=CC2N(O)N=NC=2C=1.CCN(C(C)C)C(C)C.[Cl:55][C:56]1[S:60][C:59]([S:61]([NH2:64])(=[O:63])=[O:62])=[CH:58][CH:57]=1. Product: [Cl:23][C:10]1[C:11]([N:14]2[CH2:19][CH2:18][CH:17]([C:20]([NH:64][S:61]([C:59]3[S:60][C:56]([Cl:55])=[CH:57][CH:58]=3)(=[O:63])=[O:62])=[O:22])[CH2:16][CH2:15]2)=[N:12][CH:13]=[C:8]([CH:9]=1)[C:6]([O:5][C:1]([CH3:4])([CH3:2])[CH3:3])=[O:7]. The catalyst class is: 2. (6) Reactant: FC(F)(F)S(O[CH2:7][C:8]([F:11])([F:10])[F:9])(=O)=O.C(=O)([O-])[O-].[Cs+].[Cs+].[C:20]12([NH:25][C:26]([C:28]3[CH:29]=[C:30]([C:34]4[CH:35]=[C:36]5[C:47]([C:48]([NH:50][CH3:51])=[O:49])=[C:46]([C:52]6[CH:57]=[CH:56][C:55]([F:58])=[CH:54][CH:53]=6)[O:45][C:37]5=[N:38][C:39]=4[NH:40][S:41]([CH3:44])(=[O:43])=[O:42])[CH:31]=[CH:32][CH:33]=3)=[O:27])[CH2:24][CH:22]([CH2:23]1)[CH2:21]2. Product: [C:20]12([NH:25][C:26]([C:28]3[CH:29]=[C:30]([C:34]4[CH:35]=[C:36]5[C:47]([C:48]([NH:50][CH3:51])=[O:49])=[C:46]([C:52]6[CH:53]=[CH:54][C:55]([F:58])=[CH:56][CH:57]=6)[O:45][C:37]5=[N:38][C:39]=4[N:40]([CH2:7][C:8]([F:9])([F:10])[F:11])[S:41]([CH3:44])(=[O:42])=[O:43])[CH:31]=[CH:32][CH:33]=3)=[O:27])[CH2:23][CH:22]([CH2:24]1)[CH2:21]2. The catalyst class is: 3. (7) Reactant: [CH3:1][C:2]([NH:4][C@H:5]1[C@@H:10]([O:11]P(OP(OC[C@H]2O[C@@H](N3C(=O)NC(=O)C=C3)[C@H](O)[C@@H]2O)(O)=O)(O)=O)[O:9][C@H:8]([CH2:36][OH:37])[C@@H:7]([OH:38])[C@@H:6]1[OH:39])=[O:3]. Product: [C:2]([NH:4][C@@H:5]1[C@@H:6]([OH:39])[C@H:7]([OH:38])[C@@H:8]([CH2:36][OH:37])[O:9][CH:10]1[OH:11])(=[O:3])[CH3:1]. The catalyst class is: 33. (8) Reactant: [C:1]([O-:4])(=[O:3])C.[O:5]=[C:6]1[C@@H:9]([NH3+:10])[CH2:8][NH:7]1.[CH3:11]CN(C(C)C)C(C)C.[N:20]1[CH:25]=[CH:24][C:23]([C:26]2[CH:31]=[CH:30][C:29](C3C=CN(C([O-])=O)C(=O)C=3C)=[CH:28][CH:27]=2)=[CH:22][CH:21]=1. The catalyst class is: 2. Product: [N:20]1[CH:25]=[CH:24][C:23]([C:26]2[CH:31]=[CH:30][C:29]([O:4][C:1](=[O:3])[N:10]([CH3:11])[C@H:9]3[CH2:8][NH:7][C:6]3=[O:5])=[CH:28][CH:27]=2)=[CH:22][CH:21]=1. (9) Reactant: [C:1](OC(=O)C)(=[O:3])[CH3:2].[CH:8]([O:11][C:12]([N:14]1[CH2:20][CH2:19][CH2:18][CH:17]([NH:21][CH2:22][C:23]2[CH:28]=[C:27]([C:29]([F:32])([F:31])[F:30])[CH:26]=[C:25]([C:33]([F:36])([F:35])[F:34])[CH:24]=2)[C:16]2=[CH:37][S:38][CH:39]=[C:15]12)=[O:13])([CH3:10])[CH3:9].N1C=CC=CC=1. Product: [CH:8]([O:11][C:12]([N:14]1[CH2:20][CH2:19][CH2:18][CH:17]([N:21]([C:1](=[O:3])[CH3:2])[CH2:22][C:23]2[CH:24]=[C:25]([C:33]([F:36])([F:34])[F:35])[CH:26]=[C:27]([C:29]([F:32])([F:31])[F:30])[CH:28]=2)[C:16]2=[CH:37][S:38][CH:39]=[C:15]12)=[O:13])([CH3:10])[CH3:9]. The catalyst class is: 96.